Dataset: CYP2C19 inhibition data for predicting drug metabolism from PubChem BioAssay. Task: Regression/Classification. Given a drug SMILES string, predict its absorption, distribution, metabolism, or excretion properties. Task type varies by dataset: regression for continuous measurements (e.g., permeability, clearance, half-life) or binary classification for categorical outcomes (e.g., BBB penetration, CYP inhibition). Dataset: cyp2c19_veith. (1) The molecule is COc1ccc(N2C(=O)CCC(C(=O)Nc3ccccn3)C2c2ccc(OC)c(OC)c2)cc1. The result is 1 (inhibitor). (2) The molecule is NCCc1ccc(S(=O)(=O)F)cc1. The result is 0 (non-inhibitor). (3) The drug is CCOC(=O)c1c(-c2ccc(C)o2)csc1NC(=S)NC(=O)N(C)C. The result is 1 (inhibitor). (4) The drug is C=CCN1C[C@@H](C)N([C@H](c2ccc(C(=O)N(CC)CC)cc2)c2cccc(OC)c2)C[C@H]1C. The result is 0 (non-inhibitor). (5) The molecule is O=C(Cc1ccccc1[N+](=O)[O-])NCc1ccccc1Cl. The result is 1 (inhibitor). (6) The drug is N=C(N)SCc1ccc(Cl)c2ccccc12.O=[N+]([O-])c1c(O)c(Cl)cc(Cl)c1Cl. The result is 0 (non-inhibitor). (7) The compound is COc1cccc(-c2nccc(NCc3ccc(OC)cc3OC)n2)c1. The result is 1 (inhibitor). (8) The drug is O=c1[nH]c(=S)[nH]c2c1CN(CCCN1CCOCC1)CN2. The result is 0 (non-inhibitor).